From a dataset of Full USPTO retrosynthesis dataset with 1.9M reactions from patents (1976-2016). Predict the reactants needed to synthesize the given product. (1) Given the product [F:36][C:33]([F:34])([F:35])[C:29]1[CH:28]=[C:27]2[C:32]([C:23]([S:22][CH2:21][CH2:20][CH2:19][CH2:18][CH2:17][O:1][C:2]3[CH:9]=[CH:8][C:5]([CH2:6][OH:7])=[CH:4][CH:3]=3)=[CH:24][CH:25]=[N:26]2)=[CH:31][CH:30]=1, predict the reactants needed to synthesize it. The reactants are: [OH:1][C:2]1[CH:9]=[CH:8][C:5]([CH:6]=[O:7])=[CH:4][CH:3]=1.C([O-])([O-])=O.[Cs+].[Cs+].Br[CH2:17][CH2:18][CH2:19][CH2:20][CH2:21][S:22][C:23]1[C:32]2[C:27](=[CH:28][C:29]([C:33]([F:36])([F:35])[F:34])=[CH:30][CH:31]=2)[N:26]=[CH:25][CH:24]=1. (2) Given the product [F:13][CH:14]([F:28])[O:15][C:16]1[CH:17]=[C:18]([CH:19]([C:5]2[C:4]3[C:8](=[N:9][CH:10]=[C:2]([Br:1])[CH:3]=3)[NH:7][CH:6]=2)[OH:20])[CH:21]=[C:22]([O:24][CH:25]([F:26])[F:27])[CH:23]=1, predict the reactants needed to synthesize it. The reactants are: [Br:1][C:2]1[CH:3]=[C:4]2[C:8](=[N:9][CH:10]=1)[NH:7][CH:6]=[CH:5]2.CO.[F:13][CH:14]([F:28])[O:15][C:16]1[CH:17]=[C:18]([CH:21]=[C:22]([O:24][CH:25]([F:27])[F:26])[CH:23]=1)[CH:19]=[O:20].[OH-].[K+]. (3) Given the product [OH:13][C:10]1[CH:11]=[CH:12][C:7]([C:4]2[S:5][CH:6]=[C:2]([C:22]3[CH:23]=[C:18]([CH:19]=[CH:20][CH:21]=3)[C:16]([OH:17])=[O:15])[N:3]=2)=[CH:8][CH:9]=1, predict the reactants needed to synthesize it. The reactants are: Br[C:2]1[N:3]=[C:4]([C:7]2[CH:12]=[CH:11][C:10]([OH:13])=[CH:9][CH:8]=2)[S:5][CH:6]=1.C[O:15][C:16]([C:18]1[CH:19]=[C:20](B(O)O)[CH:21]=[CH:22][CH:23]=1)=[O:17].